From a dataset of Antibody paratope prediction from SAbDab with 1,023 antibody chains. Token-level Classification. Given an antibody amino acid sequence, predict which amino acid positions are active in antigen binding. Output is a list of indices for active paratope positions. (1) Given the antibody sequence: IVMTQSPLSLSVTPGEPASISCRSSQSLLRRDGHNDLEWYLQKPGQSPQPLIYLGSTRASGVPDRFSGSGSGTDFTLKIIRVEAEDAGTYYCMQNKQTPLTFGQGTRLEIK, which amino acid positions are active in antigen binding (paratope)? The paratope positions are: [29, 30, 31, 32, 33]. (2) Given the antibody sequence: QLQQSGAELVRPGASVKLSCKALGYIFTDYEIHWVKQTPVHGLEWIGGIHPGSSGTAYNQKFKGKATLTADKSSTTAFMELSSLTSEDSAVYYCTRKDYWGQGTLVTVSA, which amino acid positions are active in antigen binding (paratope)? The paratope positions are: [50, 81, 82, 83]. (3) The paratope positions are: [52, 83, 84, 85, 104, 105, 106, 107, 108, 109, 110, 111]. Given the antibody sequence: EVRLSQSGGQMKKPGESMRLSCRASGYEFLNCPINWIRLAPGRRPEWMGWLKPRWGAVNYARKFQGRVTMTRDVYSDTAFLELRSLTSDDTAVYFCTRGKYCTARDYYNWDFEHWGRGAPVTVSS, which amino acid positions are active in antigen binding (paratope)? (4) Given the antibody sequence: EIVLTQSPGTLSLSPGERATLSCRASQSVTSTYLAWHQQKPGQAPRLLIYSASSRATGIPDRFSGSGSGTDFTLTISRLEPEDFAVYYCQQYGSSPPYTFGQGTKVDIK, which amino acid positions are active in antigen binding (paratope)? The paratope positions are: [30, 96]. (5) Given the antibody sequence: QAVLTQPPLVSGTPGQTVTISCAGANNDIGTYAYVSWYQQLPGTAPKLLIYKVTTRASGIPSRFSGSKSGNTASLTISGLQSEDEADYYCASYRNFNNAVFGRGTHLTVL, which amino acid positions are active in antigen binding (paratope)? The paratope positions are: [29, 30, 31, 97]. (6) Given the antibody sequence: QVRLQESGPGLVQPSQTLSLTCSVSGFSLISDSVHWVRQPPGKGLEWMGGIWADGSTEYNSALKSRLSISRDTSKSQGFLKMNSLQTDDTAIYFCTSNRESYYFDYWGQGTMVTVSS, which amino acid positions are active in antigen binding (paratope)? The paratope positions are: [52, 82, 83, 84, 103]. (7) The paratope positions are: [52, 83, 84, 85, 104]. Given the antibody sequence: QVQLQQSGAEVKKPGSSVKVSCKASGGTFSSYTISWVRQAPGQGLEWMGGITPILGIANYAQKFQGRVTITTDESTSTAYMELSSLRSEDTAVYYCARDTVMGGMDVWGQGTTVTVSS, which amino acid positions are active in antigen binding (paratope)? (8) Given the antibody sequence: EVQLVQSGAEVKKPGESLKISCKGSGYSFTSYWIGWVRQMPGKGLEWMGVIYPGDSYTRYSPSFQGQVTISADKSISTAYLQWSSLKASDTAMYYCARMPNWGSFDYWGQGTLVTVSS, which amino acid positions are active in antigen binding (paratope)? The paratope positions are: [52, 83, 84, 85, 104]. (9) Given the antibody sequence: QSVLTQPPSASGTPGQSVTISCSGSRSNIGGNTVNWYQHLPGMAPKLLIYSSNQRSSGVPDRFSGSKSGTSASLAISGLQSEDDADYYCASWDDSLNGVVFGGGTKLTVL, which amino acid positions are active in antigen binding (paratope)? The paratope positions are: [29, 30, 96, 97].